This data is from Full USPTO retrosynthesis dataset with 1.9M reactions from patents (1976-2016). The task is: Predict the reactants needed to synthesize the given product. (1) Given the product [CH3:26][C:21]1([CH3:27])[C:22]([CH3:25])([CH3:24])[O:23][B:19]([C:2]2[CH:7]=[CH:6][C:5]([CH:8]3[CH2:11][N:10]([C:12]([O:14][C:15]([CH3:18])([CH3:17])[CH3:16])=[O:13])[CH2:9]3)=[CH:4][CH:3]=2)[O:20]1, predict the reactants needed to synthesize it. The reactants are: Br[C:2]1[CH:7]=[CH:6][C:5]([CH:8]2[CH2:11][N:10]([C:12]([O:14][C:15]([CH3:18])([CH3:17])[CH3:16])=[O:13])[CH2:9]2)=[CH:4][CH:3]=1.[B:19]1([B:19]2[O:23][C:22]([CH3:25])([CH3:24])[C:21]([CH3:27])([CH3:26])[O:20]2)[O:23][C:22]([CH3:25])([CH3:24])[C:21]([CH3:27])([CH3:26])[O:20]1.CC([O-])=O.[K+]. (2) Given the product [CH2:1]([N:8]1[C:17]2[C:12](=[CH:13][C:14]([C:30]#[N:31])=[CH:15][CH:16]=2)[CH2:11][C@H:10]([NH:19][S:20]([C:23]2[CH:28]=[CH:27][CH:26]=[CH:25][CH:24]=2)(=[O:22])=[O:21])[C:9]1=[O:29])[C:2]1[CH:7]=[CH:6][CH:5]=[CH:4][CH:3]=1, predict the reactants needed to synthesize it. The reactants are: [CH2:1]([N:8]1[C:17]2[C:12](=[CH:13][C:14](Br)=[CH:15][CH:16]=2)[CH2:11][C@H:10]([NH:19][S:20]([C:23]2[CH:28]=[CH:27][CH:26]=[CH:25][CH:24]=2)(=[O:22])=[O:21])[C:9]1=[O:29])[C:2]1[CH:7]=[CH:6][CH:5]=[CH:4][CH:3]=1.[CH3:30][N:31](C=O)C. (3) Given the product [CH2:23]([O:25][C:26](=[O:36])[CH:27]=[CH:28][C:29]1[CH:34]=[CH:33][C:32]([C:17]2[CH:18]=[CH:19][C:14]([C:4]3[C:5]4[O:6][C:7]5[CH:13]=[CH:12][CH:11]=[CH:10][C:8]=5[C:9]=4[CH:1]=[CH:2][CH:3]=3)=[CH:15][CH:16]=2)=[CH:31][CH:30]=1)[CH3:24], predict the reactants needed to synthesize it. The reactants are: [CH:1]1[C:9]2[C:8]3[CH:10]=[CH:11][CH:12]=[CH:13][C:7]=3[O:6][C:5]=2[C:4]([C:14]2[CH:19]=[CH:18][C:17](B(O)O)=[CH:16][CH:15]=2)=[CH:3][CH:2]=1.[CH2:23]([O:25][C:26](=[O:36])/[CH:27]=[CH:28]/[C:29]1[CH:34]=[CH:33][C:32](Br)=[CH:31][CH:30]=1)[CH3:24].C(=O)([O-])[O-].[Na+].[Na+]. (4) Given the product [NH2:13][C:14]1[O:12][C:3]2[CH:4]=[C:5]([CH2:6][OH:8])[CH:10]=[CH:11][C:2]=2[N:1]=1, predict the reactants needed to synthesize it. The reactants are: [NH2:1][C:2]1[CH:11]=[CH:10][C:5]([C:6]([O:8]C)=O)=[CH:4][C:3]=1[OH:12].[N:13]1(C(N2C=CN=C2)=N)C=CN=[CH:14]1.C(OCC)(=O)C.[H-].[H-].[H-].[H-].[Li+].[Al+3]. (5) The reactants are: [NH2:1][C:2]1[N:3]=[C:4]([Cl:20])[C:5]2[CH2:10][C:9](=[O:11])[N:8]([CH2:12][C:13]3[CH:17]=[C:16]([CH3:18])[N:15]([CH3:19])[N:14]=3)[C:6]=2[N:7]=1.[CH:21]([C:23]1[NH:27][CH:26]=[C:25]([C:28]([OH:30])=[O:29])[CH:24]=1)=O.N1CCCCC1. Given the product [NH2:1][C:2]1[N:3]=[C:4]([Cl:20])[C:5]2=[C:6]([N:8]([CH2:12][C:13]3[CH:17]=[C:16]([CH3:18])[N:15]([CH3:19])[N:14]=3)[C:9](=[O:11])/[C:10]/2=[CH:21]\[C:23]2[NH:27][CH:26]=[C:25]([C:28]([OH:30])=[O:29])[CH:24]=2)[N:7]=1, predict the reactants needed to synthesize it. (6) The reactants are: [CH:1]1([C:7]([O:9]CC)=[O:8])[C:3]2([CH2:6][CH2:5][CH2:4]2)[CH2:2]1.O.[OH-].[Li+]. Given the product [CH:1]1([C:7]([OH:9])=[O:8])[C:3]2([CH2:6][CH2:5][CH2:4]2)[CH2:2]1, predict the reactants needed to synthesize it. (7) The reactants are: [C:1]([O:5][C:6](=[O:21])[N:7]([C@H:9]1[C@H:13]([C:14]2[CH:19]=[CH:18][C:17](Cl)=[CH:16][CH:15]=2)[CH2:12][NH:11][CH2:10]1)[CH3:8])([CH3:4])([CH3:3])[CH3:2].C(N(C(C)C)C(C)C)C.[CH3:31][S:32]([N:35]1[CH2:40][CH2:39][N:38]([C:41](Cl)=[O:42])[CH2:37][CH2:36]1)(=[O:34])=[O:33]. Given the product [C:1]([O:5][C:6](=[O:21])[N:7]([C@H:9]1[C@H:13]([C:14]2[CH:19]=[CH:18][CH:17]=[CH:16][CH:15]=2)[CH2:12][N:11]([C:41]([N:38]2[CH2:37][CH2:36][N:35]([S:32]([CH3:31])(=[O:34])=[O:33])[CH2:40][CH2:39]2)=[O:42])[CH2:10]1)[CH3:8])([CH3:4])([CH3:3])[CH3:2], predict the reactants needed to synthesize it. (8) Given the product [O:16]=[C:13]1[CH2:14][CH2:15][N:10]([C:18]2[N:23]=[C:22]([O:24][C:25]3[CH:59]=[CH:58][CH:57]=[CH:56][C:26]=3[CH2:27][NH:28][C:29]([NH:31][C:32]3[N:36]([C:37]4[CH:42]=[CH:41][C:40]([CH3:43])=[C:39]([O:44][CH2:45][C:46]5[CH:47]=[CH:48][CH:49]=[CH:50][CH:51]=5)[CH:38]=4)[N:35]=[C:34]([C:52]([CH3:55])([CH3:53])[CH3:54])[CH:33]=3)=[O:30])[CH:21]=[CH:20][N:19]=2)[CH2:11][CH2:12]1, predict the reactants needed to synthesize it. The reactants are: C(N(CC)CC)C.Cl.O.[NH:10]1[CH2:15][CH2:14][C:13](=[O:16])[CH2:12][CH2:11]1.Cl[C:18]1[N:23]=[C:22]([O:24][C:25]2[CH:59]=[CH:58][CH:57]=[CH:56][C:26]=2[CH2:27][NH:28][C:29]([NH:31][C:32]2[N:36]([C:37]3[CH:42]=[CH:41][C:40]([CH3:43])=[C:39]([O:44][CH2:45][C:46]4[CH:51]=[CH:50][CH:49]=[CH:48][CH:47]=4)[CH:38]=3)[N:35]=[C:34]([C:52]([CH3:55])([CH3:54])[CH3:53])[CH:33]=2)=[O:30])[CH:21]=[CH:20][N:19]=1.C(=O)([O-])[O-].[Na+].[Na+].